Dataset: Full USPTO retrosynthesis dataset with 1.9M reactions from patents (1976-2016). Task: Predict the reactants needed to synthesize the given product. (1) Given the product [OH:13][CH:14]([CH3:51])[CH2:15][O:16][C@H:17]1[CH2:22][CH2:21][C@H:20]([N:23]2[C:28](=[O:29])[C:27]([CH2:30][C:31]3[CH:36]=[CH:35][C:34]([C:37]4[CH:42]=[CH:41][CH:40]=[CH:39][C:38]=4[C:43]4[NH:3][C:4](=[O:7])[O:5][N:44]=4)=[CH:33][CH:32]=3)=[C:26]([CH2:45][CH2:46][CH3:47])[N:25]3[N:48]=[CH:49][CH:50]=[C:24]23)[CH2:19][CH2:18]1, predict the reactants needed to synthesize it. The reactants are: [Cl-].O[NH3+:3].[C:4](=[O:7])([O-])[OH:5].[Na+].CS(C)=O.[OH:13][CH:14]([CH3:51])[CH2:15][O:16][C@H:17]1[CH2:22][CH2:21][C@H:20]([N:23]2[C:28](=[O:29])[C:27]([CH2:30][C:31]3[CH:36]=[CH:35][C:34]([C:37]4[C:38]([C:43]#[N:44])=[CH:39][CH:40]=[CH:41][CH:42]=4)=[CH:33][CH:32]=3)=[C:26]([CH2:45][CH2:46][CH3:47])[N:25]3[N:48]=[CH:49][CH:50]=[C:24]23)[CH2:19][CH2:18]1. (2) Given the product [C:27]([C:26]1[CH:30]=[CH:31][C:23]([CH:21]([NH:18][C:13]2[CH:14]=[CH:15][CH:16]=[CH:17][C:12]=2[NH:19][C:10](=[O:11])[NH:9][C:6]2[CH:5]=[CH:4][C:3]([C:1]#[N:2])=[CH:8][CH:7]=2)[CH3:22])=[CH:24][CH:25]=1)([OH:29])=[O:28], predict the reactants needed to synthesize it. The reactants are: [C:1]([C:3]1[CH:8]=[CH:7][C:6]([N:9]=[C:10]=[O:11])=[CH:5][CH:4]=1)#[N:2].[C:12]1([NH2:19])[CH:17]=[CH:16][CH:15]=[CH:14][C:13]=1[NH2:18].Br[CH:21]([C:23]1[CH:31]=[CH:30][C:26]([C:27]([OH:29])=[O:28])=[CH:25][CH:24]=1)[CH3:22].C(=O)([O-])[O-].[K+].[K+]. (3) Given the product [CH3:1][N:2]([CH3:18])[CH2:3][CH2:4][O:5][C:6]1[CH:7]=[C:8]([CH:9]2[C:26]([C:27]3[CH:32]=[CH:31][CH:30]=[CH:29][CH:28]=3)=[C:25]([C:19]3[CH:24]=[CH:23][CH:22]=[CH:21][CH:20]=3)[NH:37][C:35](=[O:36])[NH:34]2)[CH:11]=[C:12]([N+:15]([O-:17])=[O:16])[C:13]=1[OH:14], predict the reactants needed to synthesize it. The reactants are: [CH3:1][N:2]([CH3:18])[CH2:3][CH2:4][O:5][C:6]1[CH:7]=[C:8]([CH:11]=[C:12]([N+:15]([O-:17])=[O:16])[C:13]=1[OH:14])[CH:9]=O.[C:19]1([C:25](=O)[CH2:26][C:27]2[CH:32]=[CH:31][CH:30]=[CH:29][CH:28]=2)[CH:24]=[CH:23][CH:22]=[CH:21][CH:20]=1.[NH2:34][C:35]([NH2:37])=[O:36].Cl. (4) Given the product [CH3:16][N:11]1[CH2:12][CH2:13][C@H:9]([NH:8][C:6](=[O:7])[O:5][C:1]([CH3:4])([CH3:2])[CH3:3])[CH2:10]1, predict the reactants needed to synthesize it. The reactants are: [C:1]([O:5][C:6]([NH:8][C@H:9]1[CH2:13][CH2:12][NH:11][CH2:10]1)=[O:7])([CH3:4])([CH3:3])[CH3:2].C=O.[C:16](O[BH-](OC(=O)C)OC(=O)C)(=O)C.[Na+]. (5) Given the product [NH2:1][C:2]1[C:11]2[N:12]=[C:13]([CH2:39][CH2:40][O:41][CH3:42])[N:14]([CH2:15][CH2:16][CH2:17][N:18]([CH2:27][C:28]3[CH:29]=[C:30]([CH:36]=[CH:37][CH:38]=3)[O:31][CH2:32][C:33]([O:35][CH:43]3[CH2:47][CH2:46][CH2:45][CH2:44]3)=[O:34])[C:19](=[O:26])[CH2:20][N:21]([CH2:24][CH3:25])[CH2:22][CH3:23])[C:10]=2[C:9]2[CH:8]=[CH:7][CH:6]=[CH:5][C:4]=2[N:3]=1, predict the reactants needed to synthesize it. The reactants are: [NH2:1][C:2]1[C:11]2[N:12]=[C:13]([CH2:39][CH2:40][O:41][CH3:42])[N:14]([CH2:15][CH2:16][CH2:17][N:18]([CH2:27][C:28]3[CH:29]=[C:30]([CH:36]=[CH:37][CH:38]=3)[O:31][CH2:32][C:33]([OH:35])=[O:34])[C:19](=[O:26])[CH2:20][N:21]([CH2:24][CH3:25])[CH2:22][CH3:23])[C:10]=2[C:9]2[CH:8]=[CH:7][CH:6]=[CH:5][C:4]=2[N:3]=1.[CH:43]1(O)[CH2:47][CH2:46][CH2:45][CH2:44]1. (6) Given the product [Cl:10][C:2]1[CH:3]=[CH:4][C:18]([O:19][CH2:20][C:21]2[CH:7]=[CH:8][CH:9]=[C:2]3[C:3]=2[C:4]([NH2:5])=[N:13][C:12]([NH2:14])=[N:1]3)=[CH:17][CH:9]=1, predict the reactants needed to synthesize it. The reactants are: [NH2:1][C:2]1[CH:9]=[CH:8][CH:7]=C[C:3]=1[C:4]#[N:5].[ClH:10].Cl[C:12]([NH2:14])=[NH:13].CO[CH2:17][CH2:18][O:19][CH2:20][CH2:21]OC. (7) Given the product [CH:1]([C:4]1[N:28]=[C:7]2[N:8]=[C:9]([CH3:27])[C:10]([CH:19]([CH2:24][CH2:25][CH3:26])[C:20]([OH:22])=[O:21])=[C:11]([C:12]3[CH:17]=[CH:16][C:15]([CH3:18])=[CH:14][CH:13]=3)[N:6]2[N:5]=1)([CH3:2])[CH3:3], predict the reactants needed to synthesize it. The reactants are: [CH:1]([C:4]1[N:28]=[C:7]2[N:8]=[C:9]([CH3:27])[C:10]([CH:19]([CH2:24][CH2:25][CH3:26])[C:20]([O:22]C)=[O:21])=[C:11]([C:12]3[CH:17]=[CH:16][C:15]([CH3:18])=[CH:14][CH:13]=3)[N:6]2[N:5]=1)([CH3:3])[CH3:2].[OH-].[Na+].